Dataset: Forward reaction prediction with 1.9M reactions from USPTO patents (1976-2016). Task: Predict the product of the given reaction. (1) Given the reactants [BH4-].[Na+].[C:3]([CH:7]1[C:13](=[O:14])[CH2:12][CH:11]2[O:15][CH:8]1[CH2:9][CH2:10]2)([O:5][CH3:6])=[O:4], predict the reaction product. The product is: [C:3]([CH:7]1[CH:13]([OH:14])[CH2:12][CH:11]2[O:15][CH:8]1[CH2:9][CH2:10]2)([O:5][CH3:6])=[O:4]. (2) Given the reactants [CH2:1]([O:8][C:9](=[O:24])[CH2:10][CH2:11][C@@H:12]([C:21]([OH:23])=O)[NH:13][C:14]([O:16][C:17]([CH3:20])([CH3:19])[CH3:18])=[O:15])[C:2]1[CH:7]=[CH:6][CH:5]=[CH:4][CH:3]=1.[CH2:25]1[CH2:30][CH2:29][CH:28]([N:31]=C=[N:31][CH:28]2[CH2:29][CH2:30][CH2:25][CH2:26][CH2:27]2)[CH2:27][CH2:26]1.NC1C=CC=CC=1, predict the reaction product. The product is: [C:17]([O:16][C:14]([NH:13][CH:12]([C:21](=[O:23])[NH:31][C:28]1[CH:29]=[CH:30][CH:25]=[CH:26][CH:27]=1)[CH2:11][CH2:10][C:9]([O:8][CH2:1][C:2]1[CH:3]=[CH:4][CH:5]=[CH:6][CH:7]=1)=[O:24])=[O:15])([CH3:18])([CH3:19])[CH3:20]. (3) Given the reactants C(OC([N:8]1[CH2:16][C:15]2[C:10](=[CH:11][CH:12]=[C:13]([C:17]3([OH:24])[CH2:22][CH2:21][N:20]([CH3:23])[CH2:19][CH2:18]3)[CH:14]=2)[CH2:9]1)=O)(C)(C)C.[ClH:25], predict the reaction product. The product is: [ClH:25].[ClH:25].[CH2:9]1[C:10]2[C:15](=[CH:14][C:13]([C:17]3([OH:24])[CH2:22][CH2:21][N:20]([CH3:23])[CH2:19][CH2:18]3)=[CH:12][CH:11]=2)[CH2:16][NH:8]1. (4) Given the reactants [F:1][C:2]1[CH:7]=[C:6]([N+:8]([O-:10])=[O:9])[CH:5]=[CH:4][C:3]=1[CH2:11][C:12](OCC)=[O:13].CC(C[Al]CC(C)C)C, predict the reaction product. The product is: [F:1][C:2]1[CH:7]=[C:6]([N+:8]([O-:10])=[O:9])[CH:5]=[CH:4][C:3]=1[CH2:11][CH:12]=[O:13]. (5) Given the reactants [Cl:1][C:2]1[CH:8]=[CH:7][C:5]([NH2:6])=[CH:4][C:3]=1[C:9]1[CH:14]=[CH:13][CH:12]=[CH:11][N:10]=1.[CH2:15]([S:18]([C:21]1[CH:29]=[CH:28][C:24]([C:25](O)=[O:26])=[CH:23][CH:22]=1)(=[O:20])=[O:19])[CH:16]=[CH2:17], predict the reaction product. The product is: [CH2:15]([S:18]([C:21]1[CH:29]=[CH:28][C:24]([C:25]([NH:6][C:5]2[CH:7]=[CH:8][C:2]([Cl:1])=[C:3]([C:9]3[CH:14]=[CH:13][CH:12]=[CH:11][N:10]=3)[CH:4]=2)=[O:26])=[CH:23][CH:22]=1)(=[O:20])=[O:19])[CH:16]=[CH2:17]. (6) Given the reactants [C:1](Cl)(Cl)=[S:2].[CH3:5][C:6]1([CH3:38])[CH2:9][C:8]([C:16]2[CH:25]=[C:24]([O:26][CH2:27][C:28]3[CH:37]=[CH:36][C:35]4[C:30](=[CH:31][CH:32]=[CH:33][CH:34]=4)[N:29]=3)[CH:23]=[CH:22][C:17]=2[C:18]([NH:20][NH2:21])=[O:19])([C:10]2[CH:15]=[CH:14][CH:13]=[CH:12][CH:11]=2)[CH2:7]1.C(=O)(O)[O-].[Na+], predict the reaction product. The product is: [CH3:5][C:6]1([CH3:38])[CH2:9][C:8]([C:16]2[CH:25]=[C:24]([O:26][CH2:27][C:28]3[CH:37]=[CH:36][C:35]4[C:30](=[CH:31][CH:32]=[CH:33][CH:34]=4)[N:29]=3)[CH:23]=[CH:22][C:17]=2[C:18]2[O:19][C:1](=[S:2])[NH:21][N:20]=2)([C:10]2[CH:11]=[CH:12][CH:13]=[CH:14][CH:15]=2)[CH2:7]1. (7) Given the reactants [OH:1][CH2:2][C:3]1[C:4]2[N:5]([CH:9]=[C:10]([CH3:12])[N:11]=2)[CH:6]=[CH:7][CH:8]=1.[K+].[Br-], predict the reaction product. The product is: [CH3:12][C:10]1[N:11]=[C:4]2[C:3]([CH:2]=[O:1])=[CH:8][CH:7]=[CH:6][N:5]2[CH:9]=1.